This data is from B-cell epitopes from IEDB database with 3,159 antigens for binding position prediction. The task is: Token-level Classification. Given an antigen amino acid sequence, predict which amino acid positions are active epitope sites capable of antibody binding. Output is a list of indices for active positions. Given the antigen sequence: MENIASGLLGPLLVLQAGFFLLTKILTIPQSLDSWWTSLNFLGGTPVCLGQNSQSQISSHSPTCCPPICPGYRWMCLRRFIIFLCILLLCLIFLLVLLDYQGMLPVCPLIPGSSTTSTGPCKTCTTPAQGTSMFPSCCCTKPTDGNCTCIPIPSSWAFAKYLWEWASVRFSWLSLLVPFVQWFVGLSPTVWLSVIWMMWYGGPSLYNILSPFMPLLPIFFCLWVYI, which amino acid positions are active epitope sites? The epitope positions are: [213, 214, 215, 216, 217, 218]. The amino acids at these positions are: PLLPIF.